Dataset: Forward reaction prediction with 1.9M reactions from USPTO patents (1976-2016). Task: Predict the product of the given reaction. (1) Given the reactants [CH3:1][O:2][C:3]1[CH:8]=[CH:7][C:6]([N:9]2[C:18](=[O:19])[C:17]3[C:12](=[CH:13][CH:14]=[CH:15][CH:16]=3)[N:11]=[C:10]2[CH:20]([NH:22]C)[CH3:21])=[CH:5][CH:4]=1.[C:24]([C:28]1[CH:36]=[CH:35][C:31]([C:32](Cl)=[O:33])=[CH:30][CH:29]=1)([CH3:27])([CH3:26])[CH3:25].[CH2:37](O)C(N)(CO)CO, predict the reaction product. The product is: [C:24]([C:28]1[CH:36]=[CH:35][C:31]([C:32]([NH:22][CH:20]([C:10]2[N:9]([C:6]3[CH:5]=[CH:4][C:3]([O:2][CH3:1])=[CH:8][CH:7]=3)[C:18](=[O:19])[C:17]3[C:12](=[CH:13][CH:14]=[CH:15][CH:16]=3)[N:11]=2)[CH3:21])=[O:33])=[C:30]([CH3:37])[CH:29]=1)([CH3:27])([CH3:26])[CH3:25]. (2) Given the reactants [CH:1]1[CH:2]=[CH:3][C:4]2[S:15][C:14]3[CH:13]=[CH:12][CH:11]=[CH:10][C:9]=3[N:8]=[C:7]([N:16]3[CH2:21][CH2:20][N:19]([CH2:22][CH2:23][O:24][CH2:25][CH2:26][OH:27])[CH2:18][CH2:17]3)[C:5]=2[CH:6]=1.[C:28]1([S:34]([OH:37])(=[O:36])=[O:35])[CH:33]=[CH:32][CH:31]=[CH:30][CH:29]=1.C(OCC)C, predict the reaction product. The product is: [CH:1]1[CH:2]=[CH:3][C:4]2[S:15][C:14]3[CH:13]=[CH:12][CH:11]=[CH:10][C:9]=3[N:8]=[C:7]([N:16]3[CH2:21][CH2:20][N:19]([CH2:22][CH2:23][O:24][CH2:25][CH2:26][OH:27])[CH2:18][CH2:17]3)[C:5]=2[CH:6]=1.[S:34]([C:28]1[CH:33]=[CH:32][CH:31]=[CH:30][CH:29]=1)([O-:37])(=[O:36])=[O:35]. (3) Given the reactants C([N:4]1[C:8]2[CH:9]=[CH:10][C:11]([C:13]3[NH:14][C:15]4[N:16]([N:20]=[C:21]([NH:29][C:30](=[O:32])[CH3:31])[C:22]=4[C:23]4[CH:28]=[CH:27][CH:26]=[CH:25][N:24]=4)[C:17](=[O:19])[CH:18]=3)=[CH:12][C:7]=2[N:6]=[N:5]1)(=O)C.C([O-])([O-])=O.[K+].[K+], predict the reaction product. The product is: [NH:4]1[C:8]2[CH:9]=[CH:10][C:11]([C:13]3[NH:14][C:15]4[N:16]([N:20]=[C:21]([NH:29][C:30](=[O:32])[CH3:31])[C:22]=4[C:23]4[CH:28]=[CH:27][CH:26]=[CH:25][N:24]=4)[C:17](=[O:19])[CH:18]=3)=[CH:12][C:7]=2[N:6]=[N:5]1. (4) Given the reactants [CH3:1][C:2]([CH3:22])=[CH:3][CH2:4][CH2:5]/[C:6](/[CH3:21])=[CH:7]/[CH2:8][CH2:9]/[C:10](/[CH3:20])=[CH:11]/[CH2:12][S:13][CH2:14][C@H:15]([NH2:19])[C:16]([OH:18])=[O:17].C(N(CC)C(C)C)(C)C.[CH2:32]([O:34][C:35](=[O:41])[CH2:36][CH2:37][N:38]=[C:39]=[O:40])[CH3:33], predict the reaction product. The product is: [CH3:20]/[C:10](/[CH2:9][CH2:8]/[CH:7]=[C:6](\[CH3:21])/[CH2:5][CH2:4][CH:3]=[C:2]([CH3:22])[CH3:1])=[CH:11]\[CH2:12][S:13][CH2:14][C@@H:15]([C:16]([OH:18])=[O:17])[NH:19][C:39](=[O:40])[NH:38][CH2:37][CH2:36][C:35](=[O:41])[O:34][CH2:32][CH3:33].